This data is from NCI-60 drug combinations with 297,098 pairs across 59 cell lines. The task is: Regression. Given two drug SMILES strings and cell line genomic features, predict the synergy score measuring deviation from expected non-interaction effect. (1) Drug 1: CCCCC(=O)OCC(=O)C1(CC(C2=C(C1)C(=C3C(=C2O)C(=O)C4=C(C3=O)C=CC=C4OC)O)OC5CC(C(C(O5)C)O)NC(=O)C(F)(F)F)O. Drug 2: C1=NC(=NC(=O)N1C2C(C(C(O2)CO)O)O)N. Cell line: DU-145. Synergy scores: CSS=48.3, Synergy_ZIP=1.98, Synergy_Bliss=4.54, Synergy_Loewe=-7.92, Synergy_HSA=4.35. (2) Cell line: LOX IMVI. Drug 1: CN1C(=O)N2C=NC(=C2N=N1)C(=O)N. Synergy scores: CSS=4.29, Synergy_ZIP=-3.84, Synergy_Bliss=-2.05, Synergy_Loewe=-4.81, Synergy_HSA=-1.43. Drug 2: C1=CC=C(C=C1)NC(=O)CCCCCCC(=O)NO. (3) Drug 1: COC1=C(C=C2C(=C1)N=CN=C2NC3=CC(=C(C=C3)F)Cl)OCCCN4CCOCC4. Drug 2: COCCOC1=C(C=C2C(=C1)C(=NC=N2)NC3=CC=CC(=C3)C#C)OCCOC.Cl. Cell line: NCI-H460. Synergy scores: CSS=25.3, Synergy_ZIP=8.86, Synergy_Bliss=10.7, Synergy_Loewe=8.41, Synergy_HSA=10.6. (4) Drug 1: CC1=C2C(C(=O)C3(C(CC4C(C3C(C(C2(C)C)(CC1OC(=O)C(C(C5=CC=CC=C5)NC(=O)OC(C)(C)C)O)O)OC(=O)C6=CC=CC=C6)(CO4)OC(=O)C)O)C)O. Drug 2: C1=CC=C(C=C1)NC(=O)CCCCCCC(=O)NO. Cell line: MDA-MB-231. Synergy scores: CSS=9.81, Synergy_ZIP=-3.51, Synergy_Bliss=4.14, Synergy_Loewe=-0.183, Synergy_HSA=0.213.